Dataset: Full USPTO retrosynthesis dataset with 1.9M reactions from patents (1976-2016). Task: Predict the reactants needed to synthesize the given product. (1) Given the product [C:1]([O:5][C@@H:6]([C:11]1[C:40]([CH3:41])=[C:39]([CH3:42])[C:38]2=[N:43][C:35]3=[CH:36][N:37]2[C:12]=1[N:13]1[CH2:14][CH2:15][C:16]([CH3:50])([O:17][CH2:18][CH2:19][CH2:20][CH2:21][C@H:22]([CH3:47])[O:23][C:24]2[C:25]([F:46])=[CH:26][C:27]([F:45])=[CH:28][C:29]=2[C:30]2[CH:44]=[C:34]3[CH:33]=[CH:32][CH:31]=2)[CH2:48][CH2:49]1)[C:7]([OH:9])=[O:8])([CH3:4])([CH3:2])[CH3:3], predict the reactants needed to synthesize it. The reactants are: [C:1]([O:5][C@@H:6]([C:11]1[C:40]([CH3:41])=[C:39]([CH3:42])[C:38]2=[N:43][C:35]3=[CH:36][N:37]2[C:12]=1[N:13]1[CH2:49][CH2:48][C:16]([CH3:50])([O:17][CH2:18][CH2:19][CH2:20][CH2:21][C@H:22]([CH3:47])[O:23][C:24]2[C:25]([F:46])=[CH:26][C:27]([F:45])=[CH:28][C:29]=2[C:30]2[CH:44]=[C:34]3[CH:33]=[CH:32][CH:31]=2)[CH2:15][CH2:14]1)[C:7]([O:9]C)=[O:8])([CH3:4])([CH3:3])[CH3:2].C(O[C@@H](C1C(C)=CC2=NC3=C(Cl)N2C=1N1CCC(C)(OCCCC[C@H](C)OC2C=CC(C)=CC=2C2C=C3C=CC=2)CC1)C(O)=O)(C)(C)C. (2) Given the product [Cl:7][C:8]1[CH:9]=[CH:10][C:11]([CH:14]2[CH2:15][N:4]([C:26]([O:25][C:21]([CH3:24])([CH3:23])[CH3:22])=[O:27])[CH2:3][C:2]([CH3:6])([CH3:1])[NH:5]2)=[CH:12][CH:13]=1, predict the reactants needed to synthesize it. The reactants are: [CH3:1][C:2]([CH3:6])([NH2:5])[CH2:3][NH2:4].[Cl:7][C:8]1[CH:13]=[CH:12][C:11]([C:14](=O)[CH:15](O)O)=[CH:10][CH:9]=1.[BH4-].[Na+].[C:21]([O:25][C:26](O[C:26]([O:25][C:21]([CH3:24])([CH3:23])[CH3:22])=[O:27])=[O:27])([CH3:24])([CH3:23])[CH3:22]. (3) Given the product [Br:1][C:2]1[C:11]([O:12][CH2:32][C:33]#[N:34])=[CH:10][CH:9]=[C:8]2[C:3]=1[CH:4]=[CH:5][C:6]([CH2:13][N:14]([CH3:30])[C:15]([C:17]1[C:21]3[CH:22]=[CH:23][CH:24]=[CH:25][C:20]=3[O:19][C:18]=1[CH2:26][CH2:27][CH2:28][CH3:29])=[O:16])=[CH:7]2, predict the reactants needed to synthesize it. The reactants are: [Br:1][C:2]1[C:11]([OH:12])=[CH:10][CH:9]=[C:8]2[C:3]=1[CH:4]=[CH:5][C:6]([CH2:13][N:14]([CH3:30])[C:15]([C:17]1[C:21]3[CH:22]=[CH:23][CH:24]=[CH:25][C:20]=3[O:19][C:18]=1[CH2:26][CH2:27][CH2:28][CH3:29])=[O:16])=[CH:7]2.Br[CH2:32][C:33]#[N:34].C(=O)([O-])[O-].[K+].[K+]. (4) Given the product [F:30][C:29]([F:31])([F:32])[C:28]([NH:27][CH2:26][C:25]1[CH:34]=[CH:35][C:36]([F:37])=[C:23]([CH:20]2[CH2:19][CH2:18][N:17]([C:15]([C:4]3[C:3]4[C:7](=[CH:8][CH:9]=[CH:10][C:2]=4[NH:1][S:44]([C:40]4[CH:39]=[N:38][CH:43]=[CH:42][CH:41]=4)(=[O:46])=[O:45])[N:6]([CH2:11][CH2:12][O:13][CH3:14])[CH:5]=3)=[O:16])[CH2:22][CH2:21]2)[CH:24]=1)=[O:33], predict the reactants needed to synthesize it. The reactants are: [NH2:1][C:2]1[CH:10]=[CH:9][CH:8]=[C:7]2[C:3]=1[C:4]([C:15]([N:17]1[CH2:22][CH2:21][CH:20]([C:23]3[CH:24]=[C:25]([CH:34]=[CH:35][C:36]=3[F:37])[CH2:26][NH:27][C:28](=[O:33])[C:29]([F:32])([F:31])[F:30])[CH2:19][CH2:18]1)=[O:16])=[CH:5][N:6]2[CH2:11][CH2:12][O:13][CH3:14].[N:38]1[CH:43]=[CH:42][CH:41]=[C:40]([S:44](Cl)(=[O:46])=[O:45])[CH:39]=1. (5) Given the product [Cl:1][C:2]1[CH:32]=[CH:31][CH:30]=[C:29]([Cl:33])[C:3]=1[C:4]([NH:6][C@H:7]([C:25]([OH:27])=[O:26])[CH2:8][C:9]1[S:10][C:11]([CH2:14][CH2:15][CH2:16][C:17]2[CH:22]=[CH:21][CH:20]=[C:19]([NH:23][CH3:24])[N:18]=2)=[CH:12][CH:13]=1)=[O:5], predict the reactants needed to synthesize it. The reactants are: [Cl:1][C:2]1[CH:32]=[CH:31][CH:30]=[C:29]([Cl:33])[C:3]=1[C:4]([NH:6][C@H:7]([C:25]([O:27]C)=[O:26])[CH2:8][C:9]1[S:10][C:11]([CH2:14][CH2:15][CH2:16][C:17]2[CH:22]=[CH:21][CH:20]=[C:19]([NH:23][CH3:24])[N:18]=2)=[CH:12][CH:13]=1)=[O:5].[OH-].[Na+]. (6) Given the product [CH3:8][C:9]1([CH3:31])[CH2:18][C:17]2[C:12](=[CH:13][CH:14]=[C:15]([C:19]([NH:5][S:2]([CH3:1])(=[O:4])=[O:3])=[O:20])[CH:16]=2)[NH:11][CH:10]1[C:22]1[CH:27]=[CH:26][CH:25]=[C:24]([N+:28]([O-:30])=[O:29])[CH:23]=1, predict the reactants needed to synthesize it. The reactants are: [CH3:1][S:2]([NH2:5])(=[O:4])=[O:3].[H-].[Na+].[CH3:8][C:9]1([CH3:31])[CH2:18][C:17]2[C:12](=[CH:13][CH:14]=[C:15]([C:19](O)=[O:20])[CH:16]=2)[NH:11][CH:10]1[C:22]1[CH:27]=[CH:26][CH:25]=[C:24]([N+:28]([O-:30])=[O:29])[CH:23]=1.C(N1C=CN=C1)(N1C=CN=C1)=O.